Dataset: Orexin1 receptor HTS with 218,158 compounds and 233 confirmed actives. Task: Binary Classification. Given a drug SMILES string, predict its activity (active/inactive) in a high-throughput screening assay against a specified biological target. (1) The drug is Cl\C(C(/[N+]([O-])=O)=C(\n1nnc2c1cccc2)Nc1cc(OC)c(OC)cc1)=C(/Cl)Cl. The result is 0 (inactive). (2) The compound is S(=O)(=O)(N1CCCCCC1)c1cc2c(n(cc(c2=O)C(=O)NCCN(CC)CC)CC=C)cc1. The result is 0 (inactive). (3) The molecule is Fc1c2oc(c(c2ccc1)C)C(=O)NC(Cc1nc(ccc1)C)C. The result is 0 (inactive). (4) The compound is O1C(CN(Cc2c3n(nnn3)c3c(c2)cc(c(c3)C)C)C(=O)C)COCC1. The result is 0 (inactive). (5) The molecule is S(=O)(=O)(N1CCC(CC1)C)N1CCC(CC1)C(=O)NCCc1ccccc1. The result is 0 (inactive). (6) The molecule is O(c1cc(c2c(cc(O)c(O)c2)C)c(c(O)c1)C(O)=O)C. The result is 0 (inactive).